From a dataset of Reaction yield outcomes from USPTO patents with 853,638 reactions. Predict the reaction yield, written as a fraction of the theoretical maximum amount of product (1.0 means a 100% yield; for example, 0.34 means a 34% yield). The reactants are [C:1]([O:5][C:6]([NH:8][C:9]([CH3:14])([C:11]([OH:13])=[O:12])[CH3:10])=[O:7])([CH3:4])([CH3:3])[CH3:2].[CH:15]1(O)[CH2:19][CH2:18][CH2:17][CH2:16]1.CCN=C=NCCCN(C)C.Cl. The catalyst is C(Cl)Cl.CN(C1C=CN=CC=1)C.CCOC(C)=O. The product is [C:1]([O:5][C:6]([NH:8][C:9]([CH3:14])([C:11]([O:13][CH:15]1[CH2:19][CH2:18][CH2:17][CH2:16]1)=[O:12])[CH3:10])=[O:7])([CH3:4])([CH3:2])[CH3:3]. The yield is 0.200.